Dataset: Experimentally validated miRNA-target interactions with 360,000+ pairs, plus equal number of negative samples. Task: Binary Classification. Given a miRNA mature sequence and a target amino acid sequence, predict their likelihood of interaction. (1) The miRNA is mmu-miR-224-5p with sequence UAAGUCACUAGUGGUUCCGUU. The protein sequence of the target gene is MAAELSMGQELPTSPLAMEYVNDFDLLKFDVKKEPLGRAERPGRPCTRLQPAGSVSSTPLSTPCSSVPSSPSFSPTEPKTHLEDLYWMASNYQQMNPEALNLTPEDAVEALIGSHPVPQPLQSFDGFRSAHHHHHHHHPHPHHGYPGAGVTHDDLGQHAHPHHHHHHQASPPPSSAASPAQQLPTSHPGPGPHATAAATAAGGNGSVEDRFSDDQLVSMSVRELNRHLRGFTKDEVIRLKQKRRTLKNRGYAQSCRYKRVQQKHHLENEKTQLIQQVEQLKQEVSRLARERDAYKVKCEK.... Result: 0 (no interaction). (2) The miRNA is hsa-miR-6776-5p with sequence UCUGGGUGCAGUGGGGGUU. The protein sequence of the target gene is MAAVEKRRQAVPPPAGFTDSGRQSVSRAAGAAESEEDFLRQVGVTEMLRAALLKVLEARPEEPIAFLAHYFENMGLRSPVNGGAGEPPGQLLLQQQRLGRALWHLRLAHHSQRAAFNNNVSVAYECLSAGGRRKRPGLDGRTYSELLRRICRDGQAPEEVVAPLLRKVQCRDHEAVPLSVFRAGTLTCFVLLEFVARAGALFQLLEDSAAAVADRRVGQAVLDTLEGALQASDAAAPARFLEAGSRLGPDSLALALDRAVGGRRPSAPMTREEFLERAAALFIAKVKPVG. Result: 1 (interaction). (3) The miRNA is dre-miR-125b-5p with sequence UCCCUGAGACCCUAACUUGUGA. The protein sequence of the target gene is MAEPLQPDPGAAEDAAAQAVETPGWKAPEDAGPQPGSYEIRHYGPAKWVSTSVESMDWDSAIQTGFTKLNSYIQGKNEKEMKIKMTAPVTSYVEPGSGPFSESTITISLYIPSEQQFDPPRPLESDVFIEDRAEMTVFVRSFDGFSSAQKNQEQLLTLASILREDGKVFDEKVYYTAGYNSPVKLLNRNNEVWLIQKNEPTKENE. Result: 0 (no interaction). (4) The miRNA is hsa-miR-4436b-5p with sequence GUCCACUUCUGCCUGCCCUGCC. The protein sequence of the target gene is MYRFIIFFSLLALTASKVSEPEKDDEIAVKIPTKRSVSEPPKDDDIAVKIPMRKKRGIAIHPWQWESHLWPNAEVPYDIASHYTATERGIILSAMEAFRDVTCVRFRPRRSTDKHYLQINKHYQLERCFSYIGRQSSRWLFGTRDGKVETRMKLDPSCLLYNGRGTVMHELMHILGFYHEHQRDDRDRRIGGSASHYNFKIYQRAKSYYMGGYDANSIMHYNFGSVPWQKRDYFSPSDIRNINTLYKCNNRVVSKFPSTIPSTSTTTTKAPQFELFEKKQIESNSLFRRRRS. Result: 0 (no interaction). (5) The miRNA is dme-miR-34-5p with sequence UGGCAGUGUGGUUAGCUGGUUGUG. The protein sequence of the target gene is MSELKDCPLQFHDFKSVDHLKVCPRYTAVLARSEDDGIGIEELDTLQLELETLLSSASRRLRVLEAETQILTDWQDKKGDRRFLKLGRDHELGAPPKHGKPKKQKLEGKTGHGPGPGPGRPKSKNVQPKIQEYEFTDDPIDVPRIPKNDAPNRFWASVEPYCADITSEEVRTLEELLKPPEDEAEHYKIPPLGKHYSQRWAQEDLLEEQKDGARAAAVADKKKGLIGPLTELDTKDVDALLKKSEAQHEQPEDGCPFGALTQRLLQALVEENIISPMEDSPIPDMSGKESGADGASTSPR.... Result: 0 (no interaction).